Dataset: Full USPTO retrosynthesis dataset with 1.9M reactions from patents (1976-2016). Task: Predict the reactants needed to synthesize the given product. (1) Given the product [N:21]1([C:19]([CH:9]2[CH2:8][CH:7]([C:1]3[CH:2]=[CH:3][CH:4]=[CH:5][CH:6]=3)[C:13]3[S:14][CH:15]=[CH:16][C:12]=3[NH:11][CH2:10]2)=[O:20])[CH:25]=[CH:24][N:23]=[CH:22]1, predict the reactants needed to synthesize it. The reactants are: [C:1]1([CH:7]2[C:13]3[S:14][CH:15]=[CH:16][C:12]=3[NH:11][CH2:10][CH2:9][CH2:8]2)[CH:6]=[CH:5][CH:4]=[CH:3][CH:2]=1.[H-].[Na+].[C:19](N1C=CN=C1)([N:21]1[CH:25]=[CH:24][N:23]=[CH:22]1)=[O:20].C(Cl)Cl. (2) Given the product [Cl:1][C:2]1[CH:3]=[C:4]([CH:30]=[CH:31][C:32]=1[Cl:33])[C:5]([NH:7][C@@H:8]1[C:17]2[C:12](=[CH:13][CH:14]=[C:15]([NH:18][C:19]([N:21]3[CH2:22][CH2:23][CH2:24][CH2:25]3)=[O:20])[CH:16]=2)[CH2:11][CH2:10][C@H:9]1[OH:26])=[O:6], predict the reactants needed to synthesize it. The reactants are: [Cl:1][C:2]1[CH:3]=[C:4]([CH:30]=[CH:31][C:32]=1[Cl:33])[C:5]([NH:7][C@@H:8]1[C:17]2[C:12](=[CH:13][CH:14]=[C:15]([NH:18][C:19]([N:21]3[CH2:25][CH2:24][CH2:23][CH2:22]3)=[O:20])[CH:16]=2)[CH2:11][CH2:10][C@H:9]1[O:26]C(=O)C)=[O:6].C[O-].[Na+]. (3) Given the product [NH2:1][C@H:2]([CH2:16][C:17]1[CH:22]=[CH:21][C:20]([Cl:23])=[CH:19][C:18]=1[Cl:24])[C:3]([N:5]1[CH2:13][C:12]2[C:7](=[CH:8][CH:9]=[C:10]([CH2:14][NH:15][C:34]([NH:33][C:30]3[CH:31]=[CH:32][C:27]([N:26]([CH3:36])[CH3:25])=[CH:28][CH:29]=3)=[O:35])[CH:11]=2)[CH2:6]1)=[O:4], predict the reactants needed to synthesize it. The reactants are: [NH2:1][C@H:2]([CH2:16][C:17]1[CH:22]=[CH:21][C:20]([Cl:23])=[CH:19][C:18]=1[Cl:24])[C:3]([N:5]1[CH2:13][C:12]2[C:7](=[CH:8][CH:9]=[C:10]([CH2:14][NH2:15])[CH:11]=2)[CH2:6]1)=[O:4].[CH3:25][N:26]([CH3:36])[C:27]1[CH:32]=[CH:31][C:30]([N:33]=[C:34]=[O:35])=[CH:29][CH:28]=1.CCN(CC)CC. (4) Given the product [ClH:1].[F:35][C:19]1[CH:20]=[C:21]([CH:24]2[CH2:29][CH2:28][CH:27]([N:30]3[CH2:34][CH2:33][CH2:32][CH2:31]3)[CH2:26][CH2:25]2)[CH:22]=[CH:23][C:18]=1[N:15]1[CH2:14][CH2:13][C:12]2([CH2:11][CH2:10][NH:9][CH2:37][CH2:36]2)[C:16]1=[O:17], predict the reactants needed to synthesize it. The reactants are: [ClH:1].C(OC([N:9]1[CH2:37][CH2:36][C:12]2([C:16](=[O:17])[N:15]([C:18]3[CH:23]=[CH:22][C:21]([CH:24]4[CH2:29][CH2:28][CH:27]([N:30]5[CH2:34][CH2:33][CH2:32][CH2:31]5)[CH2:26][CH2:25]4)=[CH:20][C:19]=3[F:35])[CH2:14][CH2:13]2)[CH2:11][CH2:10]1)=O)(C)(C)C. (5) Given the product [Cl:22][C:23]1[N:24]=[CH:25][NH:26][C:27]=1[C:28]([NH:1][CH2:2][C:3]1[CH:8]=[CH:7][C:6]([Cl:9])=[C:5]([O:10][C:11]2[CH:12]=[C:13]([C:14]#[N:15])[CH:16]=[C:17]([F:20])[C:18]=2[Cl:19])[C:4]=1[F:21])=[O:29], predict the reactants needed to synthesize it. The reactants are: [NH2:1][CH2:2][C:3]1[C:4]([F:21])=[C:5]([O:10][C:11]2[CH:12]=[C:13]([CH:16]=[C:17]([F:20])[C:18]=2[Cl:19])[C:14]#[N:15])[C:6]([Cl:9])=[CH:7][CH:8]=1.[Cl:22][C:23]1[N:24]=[CH:25][N:26](COCC[Si](C)(C)C)[C:27]=1[C:28](O)=[O:29].CCN(C(C)C)C(C)C.CN(C(ON1N=NC2C=CC=NC1=2)=[N+](C)C)C.F[P-](F)(F)(F)(F)F. (6) Given the product [Cl:1][C:2]1[C:7]([Cl:8])=[CH:6][CH:5]=[CH:4][C:3]=1[S:9]([NH:12][C:29]1[C:20]([Cl:19])=[N:21][C:22]2[C:27](=[CH:26][C:25]([O:31][CH3:32])=[CH:24][CH:23]=2)[N:28]=1)(=[O:10])=[O:11], predict the reactants needed to synthesize it. The reactants are: [Cl:1][C:2]1[C:7]([Cl:8])=[CH:6][CH:5]=[CH:4][C:3]=1[S:9]([NH2:12])(=[O:11])=[O:10].C(=O)([O-])[O-].[Cs+].[Cs+].[Cl:19][C:20]1[C:29](Cl)=[N:28][C:27]2[C:22](=[CH:23][CH:24]=[C:25]([O:31][CH3:32])[CH:26]=2)[N:21]=1.Cl. (7) Given the product [CH3:28][O:29][C:30]1[CH:36]=[CH:35][CH:34]=[CH:33][C:31]=1[NH:32][C:16]1[N:15]=[CH:14][C:13]2[C:18](=[CH:19][CH:20]=[C:11]([O:10][C:8]3[CH:7]=[CH:6][N:5]=[C:4]([C:3]([NH:2][CH3:1])=[O:25])[CH:9]=3)[CH:12]=2)[N:17]=1, predict the reactants needed to synthesize it. The reactants are: [CH3:1][NH:2][C:3](=[O:25])[C:4]1[CH:9]=[C:8]([O:10][C:11]2[CH:12]=[C:13]3[C:18](=[CH:19][CH:20]=2)[N:17]=[C:16](S(C)(=O)=O)[N:15]=[CH:14]3)[CH:7]=[CH:6][N:5]=1.[H-].[Na+].[CH3:28][O:29][C:30]1[CH:36]=[CH:35][CH:34]=[CH:33][C:31]=1[NH2:32]. (8) The reactants are: [C:1]([O:5][C:6](=[O:34])[NH:7][CH2:8][CH2:9][CH2:10][N:11]([C:25](=[O:33])[C:26]1[CH:31]=[CH:30][C:29]([CH3:32])=[CH:28][CH:27]=1)[CH:12]([C:15]1[NH:20][C:19](=[O:21])[C:18]2=[CH:22][CH:23]=[CH:24][N:17]2[N:16]=1)[CH2:13][CH3:14])([CH3:4])([CH3:3])[CH3:2].C(OC(=O)NCCCN(C(C1N(CC2C=CC(F)=CC=2)C(=O)C2=CC=CN2N=1)CC)C(=O)C1C=CC(C)=CC=1)(C)(C)C.[F:77][C:78]1[CH:79]=[C:80]([CH:83]=[CH:84][CH:85]=1)[CH2:81]Br. Given the product [C:1]([O:5][C:6](=[O:34])[NH:7][CH2:8][CH2:9][CH2:10][N:11]([CH:12]([C:15]1[N:20]([CH2:81][C:80]2[CH:83]=[CH:84][CH:85]=[C:78]([F:77])[CH:79]=2)[C:19](=[O:21])[C:18]2=[CH:22][CH:23]=[CH:24][N:17]2[N:16]=1)[CH2:13][CH3:14])[C:25](=[O:33])[C:26]1[CH:27]=[CH:28][C:29]([CH3:32])=[CH:30][CH:31]=1)([CH3:2])([CH3:4])[CH3:3], predict the reactants needed to synthesize it.